This data is from Peptide-MHC class I binding affinity with 185,985 pairs from IEDB/IMGT. The task is: Regression. Given a peptide amino acid sequence and an MHC pseudo amino acid sequence, predict their binding affinity value. This is MHC class I binding data. (1) The peptide sequence is GKQYIHCFRK. The MHC is HLA-A03:01 with pseudo-sequence HLA-A03:01. The binding affinity (normalized) is 0.288. (2) The peptide sequence is GILARWSSFK. The MHC is HLA-A03:01 with pseudo-sequence HLA-A03:01. The binding affinity (normalized) is 0.933.